This data is from Reaction yield outcomes from USPTO patents with 853,638 reactions. The task is: Predict the reaction yield, written as a fraction of the theoretical maximum amount of product (1.0 means a 100% yield; for example, 0.34 means a 34% yield). (1) The reactants are CS(O[CH2:6][CH2:7][C:8]1[CH:9]=[CH:10][CH:11]=[C:12]2[C:16]=1[NH:15][CH:14]=[C:13]2[C:17](=[O:25])[CH2:18][C:19]1[CH:24]=[CH:23][CH:22]=[CH:21][CH:20]=1)(=O)=O.[CH3:26][S-:27].[Na+]. The catalyst is CO. The product is [CH3:26][S:27][CH2:6][CH2:7][C:8]1[CH:9]=[CH:10][CH:11]=[C:12]2[C:16]=1[NH:15][CH:14]=[C:13]2[C:17](=[O:25])[CH2:18][C:19]1[CH:24]=[CH:23][CH:22]=[CH:21][CH:20]=1. The yield is 0.420. (2) The yield is 0.550. The catalyst is C([O-])(=O)C.[Pd+2].C([O-])(=O)C.C1(P(C2CCCCC2)C2C=CC=CC=2C2C(OC)=CC=CC=2OC)CCCCC1.C(O)CCC. The product is [S:12]1[CH:16]=[CH:15][C:14]([C:2]([C:6](=[O:11])[CH2:7][CH2:8][CH2:9][CH3:10])=[C:3]([CH3:5])[CH3:4])=[CH:13]1. The reactants are Br[C:2]([C:6](=[O:11])[CH2:7][CH2:8][CH2:9][CH3:10])=[C:3]([CH3:5])[CH3:4].[S:12]1[CH:16]=[CH:15][C:14](B(O)O)=[CH:13]1.[O-]P([O-])([O-])=O.[K+].[K+].[K+]. (3) The reactants are C(C1C=C([NH:11][C:12]([C:14]2(C)[CH2:19][CH2:18][N:17]([C:20](OC(C)(C)C)=O)C[CH2:15]2)=O)C=CC=1)(C)(C)C.C(O[C:33]([N:35]1[CH2:40][CH2:39][C:38]([CH3:44])([C:41]([OH:43])=O)[CH2:37][CH2:36]1)=O)(C)(C)C.[N:45]1C=CC=CC=1.C(Cl)(=O)C(Cl)=O.[C:57]([C:61]1[CH:62]=[C:63]([CH:65]=[CH:66][CH:67]=1)[NH2:64])([CH3:60])([CH3:59])[CH3:58]. The catalyst is CN(C=O)C.ClC(Cl)C.ClCCl. The product is [C:57]([C:61]1[CH:62]=[C:63]([NH:64][C:41]([C:38]2([CH3:44])[CH2:37][CH2:36][N:35]([C:33]3[C:19]4[C:14]([CH3:15])=[CH:12][NH:11][C:18]=4[N:17]=[CH:20][N:45]=3)[CH2:40][CH2:39]2)=[O:43])[CH:65]=[CH:66][CH:67]=1)([CH3:60])([CH3:58])[CH3:59]. The yield is 0.610. (4) The reactants are Cl[C:2]1[N:6]([CH3:7])[N:5]=[CH:4][C:3]=1[N+:8]([O-:10])=[O:9].[NH2:11][CH:12]1[CH2:17][CH2:16][N:15]([C:18]([O:20][C:21]([CH3:24])([CH3:23])[CH3:22])=[O:19])[CH2:14][CH2:13]1. No catalyst specified. The product is [CH3:7][N:6]1[C:2]([NH:11][CH:12]2[CH2:13][CH2:14][N:15]([C:18]([O:20][C:21]([CH3:24])([CH3:23])[CH3:22])=[O:19])[CH2:16][CH2:17]2)=[C:3]([N+:8]([O-:10])=[O:9])[CH:4]=[N:5]1. The yield is 0.570. (5) The reactants are Cl.[CH3:2][O:3][NH2:4].C([O-])([O-])=O.[Na+].[Na+].[Br:11][C:12]1[CH:13]=[C:14]([S:18](Cl)(=[O:20])=[O:19])[CH:15]=[CH:16][CH:17]=1.[OH-].[Na+]. The catalyst is C1COCC1.O.O1CCOCC1. The product is [Br:11][C:12]1[CH:13]=[C:14]([S:18]([NH:4][O:3][CH3:2])(=[O:20])=[O:19])[CH:15]=[CH:16][CH:17]=1. The yield is 0.500. (6) The reactants are [C:1]([C:3]1[CH:4]=[C:5]([B:9]([OH:11])[OH:10])[CH:6]=[CH:7][CH:8]=1)#[N:2].[CH2:12](O)[CH2:13][OH:14].CCCCCC. The catalyst is C1COCC1. The product is [B:9]([O:11][CH2:12][CH2:13][OH:14])([OH:10])[C:5]1[CH:6]=[CH:7][CH:8]=[C:3]([C:1]#[N:2])[CH:4]=1. The yield is 1.00.